This data is from Full USPTO retrosynthesis dataset with 1.9M reactions from patents (1976-2016). The task is: Predict the reactants needed to synthesize the given product. (1) Given the product [C:13]([O:17][C:18]([N:20]1[CH2:25][CH2:24][N:23]([C:2]2[CH:7]=[C:6]([C:8]([O:10][CH3:11])=[O:9])[CH:5]=[C:4]([Cl:12])[N:3]=2)[CH2:22][CH2:21]1)=[O:19])([CH3:16])([CH3:14])[CH3:15], predict the reactants needed to synthesize it. The reactants are: Cl[C:2]1[CH:7]=[C:6]([C:8]([O:10][CH3:11])=[O:9])[CH:5]=[C:4]([Cl:12])[N:3]=1.[C:13]([O:17][C:18]([N:20]1[CH2:25][CH2:24][N:23](C2C=C(C(F)F)C=C(Cl)N=2)[CH2:22][CH2:21]1)=[O:19])([CH3:16])([CH3:15])[CH3:14]. (2) Given the product [CH3:12][O:20][C:19](=[O:21])[C:2]1[CH:3]=[C:4]([C:5]#[N:6])[CH:7]=[CH:8][C:9]=1[O:10][CH3:11], predict the reactants needed to synthesize it. The reactants are: Br[C:2]1[CH:3]=[C:4]([CH:7]=[CH:8][C:9]=1[O:10][CH3:11])[C:5]#[N:6].[CH2:12](N(CC)CC)C.[C:19](=[O:21])=[O:20].